Dataset: Forward reaction prediction with 1.9M reactions from USPTO patents (1976-2016). Task: Predict the product of the given reaction. Given the reactants [C:1]([O:4][CH2:5][C@@H:6]1[CH2:10][CH2:9][CH2:8][N:7]1[C:11](=[O:63])[C:12]1[CH:17]=[C:16]([O:18][CH3:19])[C:15]([O:20][CH2:21][CH2:22][CH2:23][CH2:24][CH2:25][C:26]([N:28]2[C:36]3[CH:35]=[C:34]([O:37][P:38]([O:45][C:46]([CH3:49])([CH3:48])[CH3:47])([O:40][C:41]([CH3:44])([CH3:43])[CH3:42])=[O:39])[C:33]4[CH:50]=[CH:51][CH:52]=[CH:53][C:32]=4[C:31]=3[C@H:30]([CH2:54][Cl:55])[CH2:29]2)=[O:27])=[CH:14][C:13]=1[NH:56]C(OCC=C)=O)(=[O:3])[CH3:2].N1CCCC1, predict the reaction product. The product is: [C:1]([O:4][CH2:5][C@@H:6]1[CH2:10][CH2:9][CH2:8][N:7]1[C:11](=[O:63])[C:12]1[CH:17]=[C:16]([O:18][CH3:19])[C:15]([O:20][CH2:21][CH2:22][CH2:23][CH2:24][CH2:25][C:26]([N:28]2[C:36]3[CH:35]=[C:34]([O:37][P:38]([O:45][C:46]([CH3:47])([CH3:48])[CH3:49])([O:40][C:41]([CH3:42])([CH3:43])[CH3:44])=[O:39])[C:33]4[CH:50]=[CH:51][CH:52]=[CH:53][C:32]=4[C:31]=3[C@H:30]([CH2:54][Cl:55])[CH2:29]2)=[O:27])=[CH:14][C:13]=1[NH2:56])(=[O:3])[CH3:2].